This data is from Full USPTO retrosynthesis dataset with 1.9M reactions from patents (1976-2016). The task is: Predict the reactants needed to synthesize the given product. Given the product [I:1][C:2]1[CH:7]=[C:6]([C:8]([NH:10][CH2:11][C:12]([F:13])([F:14])[F:15])=[O:9])[CH:5]=[CH:4][C:3]=1[N:16]1[CH:20]=[C:19]([C:21]([OH:23])=[O:22])[N:18]=[N:17]1, predict the reactants needed to synthesize it. The reactants are: [I:1][C:2]1[CH:7]=[C:6]([C:8]([NH:10][CH2:11][C:12]([F:15])([F:14])[F:13])=[O:9])[CH:5]=[CH:4][C:3]=1[N:16]1[CH:20]=[C:19]([C:21]([O:23]CC)=[O:22])[N:18]=[N:17]1.[OH-].[Na+].O.